Dataset: TCR-epitope binding with 47,182 pairs between 192 epitopes and 23,139 TCRs. Task: Binary Classification. Given a T-cell receptor sequence (or CDR3 region) and an epitope sequence, predict whether binding occurs between them. (1) The epitope is GTITSGWTF. The TCR CDR3 sequence is CASSGRAGGELFF. Result: 0 (the TCR does not bind to the epitope). (2) The epitope is YYRRATRRIR. The TCR CDR3 sequence is CASSESQGHDQPQHF. Result: 1 (the TCR binds to the epitope).